This data is from Full USPTO retrosynthesis dataset with 1.9M reactions from patents (1976-2016). The task is: Predict the reactants needed to synthesize the given product. (1) Given the product [CH2:1]([O:8][CH2:9][C:10]1([CH3:23])[CH2:14][C:13]2[C:15]([CH3:22])=[C:16]([N:35]3[CH2:34][CH2:33][N:32]([C:29]4[CH:28]=[CH:27][C:26]([O:25][CH3:24])=[CH:31][CH:30]=4)[CH2:37][CH2:36]3)[C:17]([CH3:20])=[C:18]([CH3:19])[C:12]=2[O:11]1)[C:2]1[CH:7]=[CH:6][CH:5]=[CH:4][CH:3]=1, predict the reactants needed to synthesize it. The reactants are: [CH2:1]([O:8][CH2:9][C:10]1([CH3:23])[CH2:14][C:13]2[C:15]([CH3:22])=[C:16](Br)[C:17]([CH3:20])=[C:18]([CH3:19])[C:12]=2[O:11]1)[C:2]1[CH:7]=[CH:6][CH:5]=[CH:4][CH:3]=1.[CH3:24][O:25][C:26]1[CH:31]=[CH:30][C:29]([N:32]2[CH2:37][CH2:36][NH:35][CH2:34][CH2:33]2)=[CH:28][CH:27]=1. (2) Given the product [CH2:1]([C:8]1[N:13]=[C:12]([CH3:14])[C:11]([CH:15]([CH2:20][CH2:21][CH3:22])[C:16]([OH:18])=[O:17])=[C:10]([C:23]2[CH:24]=[CH:25][CH:26]=[CH:27][CH:28]=2)[N:9]=1)[C:2]1[CH:3]=[CH:4][CH:5]=[CH:6][CH:7]=1, predict the reactants needed to synthesize it. The reactants are: [CH2:1]([C:8]1[N:13]=[C:12]([CH3:14])[C:11]([CH:15]([CH2:20][CH2:21][CH3:22])[C:16]([O:18]C)=[O:17])=[C:10]([C:23]2[CH:28]=[CH:27][CH:26]=[CH:25][CH:24]=2)[N:9]=1)[C:2]1[CH:7]=[CH:6][CH:5]=[CH:4][CH:3]=1.[OH-].[Na+]. (3) The reactants are: [C:1]([C:3]1([OH:23])[CH2:8][CH2:7][N:6]([C:9](=[O:22])[CH2:10][C:11]2[CH:16]=[CH:15][C:14]([N:17]3[CH:21]=[N:20][N:19]=[N:18]3)=[CH:13][CH:12]=2)[CH2:5][CH2:4]1)#[CH:2].Br[C:25]1[CH:26]=[CH:27][C:28]([O:33][CH3:34])=[C:29]([CH:32]=1)[C:30]#[N:31]. Given the product [OH:23][C:3]1([C:1]#[C:2][C:25]2[CH:26]=[CH:27][C:28]([O:33][CH3:34])=[C:29]([CH:32]=2)[C:30]#[N:31])[CH2:4][CH2:5][N:6]([C:9](=[O:22])[CH2:10][C:11]2[CH:16]=[CH:15][C:14]([N:17]3[CH:21]=[N:20][N:19]=[N:18]3)=[CH:13][CH:12]=2)[CH2:7][CH2:8]1, predict the reactants needed to synthesize it. (4) Given the product [OH:2][CH:3]([C:11]1[CH:20]=[CH:19][C:14]2[C:15](=[O:18])[O:16][CH2:17][C:13]=2[C:12]=1[CH3:21])[CH2:4][N:5]1[CH2:10][CH2:9][N:8]([CH:33]([CH3:34])[CH2:32][C:30]2[CH:29]=[CH:28][C:25]([C:26]#[N:27])=[C:24]([O:23][CH3:22])[CH:31]=2)[CH2:7][CH2:6]1, predict the reactants needed to synthesize it. The reactants are: Cl.[OH:2][CH:3]([C:11]1[CH:20]=[CH:19][C:14]2[C:15](=[O:18])[O:16][CH2:17][C:13]=2[C:12]=1[CH3:21])[CH2:4][N:5]1[CH2:10][CH2:9][NH:8][CH2:7][CH2:6]1.[CH3:22][O:23][C:24]1[CH:31]=[C:30]([CH2:32][C:33](=O)[CH3:34])[CH:29]=[CH:28][C:25]=1[C:26]#[N:27]. (5) Given the product [CH2:29]([O:28][C:23](=[O:27])[C:24]([C:15]1([OH:22])[C:16]2[C:21](=[CH:20][CH:19]=[CH:18][CH:17]=2)[C:11]2([CH2:12][CH2:13][N:8]([C:6]([O:5][C:1]([CH3:4])([CH3:2])[CH3:3])=[O:7])[CH2:9][CH2:10]2)[CH2:14]1)([CH3:26])[CH3:25])[CH3:30], predict the reactants needed to synthesize it. The reactants are: [C:1]([O:5][C:6]([N:8]1[CH2:13][CH2:12][C:11]2([C:21]3[C:16](=[CH:17][CH:18]=[CH:19][CH:20]=3)[C:15](=[O:22])[CH2:14]2)[CH2:10][CH2:9]1)=[O:7])([CH3:4])([CH3:3])[CH3:2].[C:23]([O:28][CH2:29][CH3:30])(=[O:27])[CH:24]([CH3:26])[CH3:25]. (6) Given the product [C:6]([C:7]1[CH:16]=[CH:15][C:14]2[C:9](=[CH:10][C:11]([C:17]#[CH:18])=[CH:12][CH:13]=2)[CH:8]=1)#[CH:5], predict the reactants needed to synthesize it. The reactants are: C[Si]([C:5]#[C:6][C:7]1[CH:16]=[CH:15][C:14]2[C:9](=[CH:10][C:11]([C:17]#[C:18][Si](C)(C)C)=[CH:12][CH:13]=2)[CH:8]=1)(C)C.[F-].[K+].C(OCC)(=O)C. (7) Given the product [F:1][C:2]([C:5]1[CH:9]=[C:8]([NH:10][C:17](=[O:25])[O:18][C:19]2[CH:24]=[CH:23][CH:22]=[CH:21][CH:20]=2)[O:7][N:6]=1)([CH3:4])[CH3:3], predict the reactants needed to synthesize it. The reactants are: [F:1][C:2]([C:5]1[CH:9]=[C:8]([NH2:10])[O:7][N:6]=1)([CH3:4])[CH3:3].C([O-])([O-])=O.[K+].[K+].[C:17](Cl)(=[O:25])[O:18][C:19]1[CH:24]=[CH:23][CH:22]=[CH:21][CH:20]=1.O. (8) Given the product [F:40][C:18]1[CH:19]=[C:20]([NH:23][C:24]([C:26]2[C:27](=[O:39])[N:28]([C:33]3[CH:34]=[CH:35][CH:36]=[CH:37][CH:38]=3)[N:29]([CH3:32])[C:30]=2[CH3:31])=[O:25])[CH:21]=[CH:22][C:17]=1[O:16][C:14]1[CH:13]=[CH:12][N:11]=[C:10]([NH:9][C:8]([N:42]([CH2:43][CH:44]([OH:46])[CH3:45])[CH3:47])=[O:41])[CH:15]=1, predict the reactants needed to synthesize it. The reactants are: C1(O[C:8](=[O:41])[NH:9][C:10]2[CH:15]=[C:14]([O:16][C:17]3[CH:22]=[CH:21][C:20]([NH:23][C:24]([C:26]4[C:27](=[O:39])[N:28]([C:33]5[CH:38]=[CH:37][CH:36]=[CH:35][CH:34]=5)[N:29]([CH3:32])[C:30]=4[CH3:31])=[O:25])=[CH:19][C:18]=3[F:40])[CH:13]=[CH:12][N:11]=2)C=CC=CC=1.[NH2:42][CH2:43][CH:44]([OH:46])[CH3:45].[CH3:47]N1C(=O)CCC1. (9) Given the product [F:8][C:5]1[CH:4]=[CH:3][C:2]([C:17]2[CH:18]=[N:19][NH:20][CH:21]=2)=[CH:7][N:6]=1, predict the reactants needed to synthesize it. The reactants are: Br[C:2]1[CH:3]=[CH:4][C:5]([F:8])=[N:6][CH:7]=1.CC1(C)C(C)(C)OB([C:17]2[CH:18]=[N:19][N:20](C(OC(C)(C)C)=O)[CH:21]=2)O1.C([O-])([O-])=O.[Na+].[Na+].